Dataset: Reaction yield outcomes from USPTO patents with 853,638 reactions. Task: Predict the reaction yield, written as a fraction of the theoretical maximum amount of product (1.0 means a 100% yield; for example, 0.34 means a 34% yield). (1) The reactants are [Cl-].O[NH3+:3].[C:4](=[O:7])([O-])[OH:5].[Na+].CS(C)=O.[CH:13]1([C:16]([OH:54])([CH3:53])[CH2:17][O:18][C@H:19]2[CH2:24][CH2:23][C@H:22]([N:25]3[C:30](=[O:31])[C:29]([CH2:32][C:33]4[CH:38]=[CH:37][C:36]([C:39]5[C:40]([C:45]#[N:46])=[CH:41][CH:42]=[CH:43][CH:44]=5)=[CH:35][CH:34]=4)=[C:28]([CH2:47][CH2:48][CH3:49])[N:27]4[N:50]=[CH:51][CH:52]=[C:26]34)[CH2:21][CH2:20]2)[CH2:15][CH2:14]1. The catalyst is C(OCC)(=O)C. The product is [CH:13]1([C:16]([OH:54])([CH3:53])[CH2:17][O:18][C@H:19]2[CH2:20][CH2:21][C@H:22]([N:25]3[C:30](=[O:31])[C:29]([CH2:32][C:33]4[CH:34]=[CH:35][C:36]([C:39]5[CH:44]=[CH:43][CH:42]=[CH:41][C:40]=5[C:45]5[NH:3][C:4](=[O:7])[O:5][N:46]=5)=[CH:37][CH:38]=4)=[C:28]([CH2:47][CH2:48][CH3:49])[N:27]4[N:50]=[CH:51][CH:52]=[C:26]34)[CH2:23][CH2:24]2)[CH2:14][CH2:15]1. The yield is 0.520. (2) The reactants are Br[C:2]1[CH:3]=[C:4]([O:24][C:25]2[C:26]([CH3:32])=[N:27][N:28]([CH3:31])[C:29]=2[CH3:30])[C:5]([NH:8][C:9]2[S:13][N:12]=[C:11]([C@H:14]3[CH2:18][O:17][C:16]4([CH2:23][CH2:22][CH2:21][CH2:20][CH2:19]4)[O:15]3)[N:10]=2)=[N:6][CH:7]=1.[O-]P([O-])([O-])=O.[K+].[K+].[K+].CC1(C)C2C(=C(P(C3C=CC=CC=3)C3C=CC=CC=3)C=CC=2)OC2C(P(C3C=CC=CC=3)C3C=CC=CC=3)=CC=CC1=2.[SH:83][CH2:84][CH2:85][C:86]([O:88][CH3:89])=[O:87]. The catalyst is C1C=CC(/C=C/C(/C=C/C2C=CC=CC=2)=O)=CC=1.C1C=CC(/C=C/C(/C=C/C2C=CC=CC=2)=O)=CC=1.C1C=CC(/C=C/C(/C=C/C2C=CC=CC=2)=O)=CC=1.[Pd].[Pd].O. The product is [O:15]1[C:16]2([CH2:23][CH2:22][CH2:21][CH2:20][CH2:19]2)[O:17][CH2:18][C@@H:14]1[C:11]1[N:10]=[C:9]([NH:8][C:5]2[N:6]=[CH:7][C:2]([S:83][CH2:84][CH2:85][C:86]([O:88][CH3:89])=[O:87])=[CH:3][C:4]=2[O:24][C:25]2[C:26]([CH3:32])=[N:27][N:28]([CH3:31])[C:29]=2[CH3:30])[S:13][N:12]=1. The yield is 0.467. (3) The reactants are [C:1]([Si:5](Cl)([CH3:7])[CH3:6])([CH3:4])([CH3:3])[CH3:2].N1C=CN=C1.[Br:14][C:15]1[CH:20]=[CH:19][C:18]([CH2:21][CH2:22][OH:23])=[C:17]([F:24])[CH:16]=1.[Cl-].[NH4+]. The catalyst is C1COCC1. The product is [Br:14][C:15]1[CH:20]=[CH:19][C:18]([CH2:21][CH2:22][O:23][Si:5]([C:1]([CH3:4])([CH3:3])[CH3:2])([CH3:7])[CH3:6])=[C:17]([F:24])[CH:16]=1. The yield is 0.690. (4) The reactants are C1C=CC2N(O)N=NC=2C=1.CCN=C=NCCCN(C)C.[CH3:22][O:23][C:24]1[C:32]2[C:27](=[N:28][CH:29]=[C:30]([NH2:33])[CH:31]=2)[NH:26][N:25]=1.[CH2:34]([N:36]([C:42]1[C:43]([F:52])=[C:44]([C:48]([F:51])=[CH:49][CH:50]=1)[C:45](O)=[O:46])[S:37](=[O:41])(=[O:40])[NH:38][CH3:39])[CH3:35]. The catalyst is CN(C=O)C.CCOC(C)=O.C(Cl)Cl. The product is [CH2:34]([N:36]([C:42]1[C:43]([F:52])=[C:44]([C:48]([F:51])=[CH:49][CH:50]=1)[C:45]([NH:33][C:30]1[CH:31]=[C:32]2[C:24]([O:23][CH3:22])=[N:25][NH:26][C:27]2=[N:28][CH:29]=1)=[O:46])[S:37](=[O:40])(=[O:41])[NH:38][CH3:39])[CH3:35]. The yield is 0.490. (5) The reactants are [H-].[Na+].[N:3]1[CH:8]=[CH:7][C:6]([C:9]2[N:13]3[CH2:14][CH2:15][CH2:16][NH:17][C:12]3=[N:11][N:10]=2)=[CH:5][CH:4]=1.[Cl:18][C:19]1[CH:20]=[C:21]([C:25]2[O:29][N:28]=[C:27]([CH2:30]Cl)[N:26]=2)[CH:22]=[CH:23][CH:24]=1. The catalyst is CN(C=O)C. The product is [Cl:18][C:19]1[CH:20]=[C:21]([C:25]2[O:29][N:28]=[C:27]([CH2:30][N:17]3[CH2:16][CH2:15][CH2:14][N:13]4[C:9]([C:6]5[CH:7]=[CH:8][N:3]=[CH:4][CH:5]=5)=[N:10][N:11]=[C:12]34)[N:26]=2)[CH:22]=[CH:23][CH:24]=1. The yield is 0.320. (6) The product is [O:22]=[C:17]1[CH2:16][CH2:15][C:14]2[C:19](=[CH:20][CH:21]=[C:12]([C:4]3[CH:5]=[CH:6][C:7]([C:8]([F:9])([F:10])[F:11])=[C:2]([NH:1][C:23](=[O:25])[CH3:24])[CH:3]=3)[CH:13]=2)[NH:18]1. The yield is 0.440. The reactants are [NH2:1][C:2]1[CH:3]=[C:4]([C:12]2[CH:13]=[C:14]3[C:19](=[CH:20][CH:21]=2)[NH:18][C:17](=[O:22])[CH2:16][CH2:15]3)[CH:5]=[CH:6][C:7]=1[C:8]([F:11])([F:10])[F:9].[C:23](OC(=O)C)(=[O:25])[CH3:24]. No catalyst specified.